Dataset: Catalyst prediction with 721,799 reactions and 888 catalyst types from USPTO. Task: Predict which catalyst facilitates the given reaction. (1) Reactant: [CH2:1]([OH:5])[CH2:2][C:3]#[CH:4].[O:6]1[CH:11]=[CH:10][CH2:9][CH2:8][CH2:7]1.C1(C)C=CC(S([O-])(=O)=O)=CC=1.[NH+]1C=CC=CC=1.O. Product: [CH2:1]([O:5][CH:7]1[CH2:8][CH2:9][CH2:10][CH2:11][O:6]1)[CH2:2][C:3]#[CH:4]. The catalyst class is: 4. (2) Reactant: [C:1]([C:4]1[C:22](=[O:23])[C@@:8]2([CH3:24])[C:9]3[C:15]([OH:16])=[CH:14][C:13]([O:17][CH3:18])=[C:12]([C:19]([NH2:21])=[O:20])[C:10]=3[O:11][C:7]2=[CH:6][C:5]=1[OH:25])(=[O:3])[CH3:2].[F:26][C:27]1[C:34]([F:35])=[C:33]([CH3:36])[CH:32]=[CH:31][C:28]=1[CH:29]=O.C([SiH](CC)CC)C.FC(F)(F)C(O)=O. Product: [C:1]([C:4]1[C:22](=[O:23])[C@@:8]2([CH3:24])[C:9]3[C:15]([OH:16])=[CH:14][C:13]([O:17][CH3:18])=[C:12]([C:19]([NH:21][CH2:36][C:33]4[CH:32]=[CH:31][C:28]([CH3:29])=[C:27]([F:26])[C:34]=4[F:35])=[O:20])[C:10]=3[O:11][C:7]2=[CH:6][C:5]=1[OH:25])(=[O:3])[CH3:2]. The catalyst class is: 10. (3) Reactant: C(OC([N:11]1[CH2:16][CH2:15][CH:14]([NH:17][C:18]([NH:20][CH2:21][CH2:22][NH:23][C:24]([C:26]2[N:34]=[C:33]3[C:29]([N:30]=[CH:31][N:32]3[C@@H:35]3[CH2:39][C@H:38]([NH:40][C:41](=[O:44])[CH2:42][CH3:43])[C@@H:37]([OH:45])[C@H:36]3[OH:46])=[C:28]([NH:47][CH2:48][CH:49]([C:56]3[CH:61]=[CH:60][CH:59]=[CH:58][CH:57]=3)[C:50]3[CH:55]=[CH:54][CH:53]=[CH:52][CH:51]=3)[N:27]=2)=[O:25])=[O:19])[CH2:13][CH2:12]1)=O)C1C=CC=CC=1. Product: [NH:11]1[CH2:12][CH2:13][CH:14]([NH:17][C:18](=[O:19])[NH:20][CH2:21][CH2:22][NH:23][C:24]([C:26]2[N:34]=[C:33]3[C:29]([N:30]=[CH:31][N:32]3[C@@H:35]3[CH2:39][C@H:38]([NH:40][C:41](=[O:44])[CH2:42][CH3:43])[C@@H:37]([OH:45])[C@H:36]3[OH:46])=[C:28]([NH:47][CH2:48][CH:49]([C:50]3[CH:51]=[CH:52][CH:53]=[CH:54][CH:55]=3)[C:56]3[CH:57]=[CH:58][CH:59]=[CH:60][CH:61]=3)[N:27]=2)=[O:25])[CH2:15][CH2:16]1. The catalyst class is: 105.